This data is from Merck oncology drug combination screen with 23,052 pairs across 39 cell lines. The task is: Regression. Given two drug SMILES strings and cell line genomic features, predict the synergy score measuring deviation from expected non-interaction effect. Drug 1: N#Cc1ccc(Cn2cncc2CN2CCN(c3cccc(Cl)c3)C(=O)C2)cc1. Drug 2: Cn1c(=O)n(-c2ccc(C(C)(C)C#N)cc2)c2c3cc(-c4cnc5ccccc5c4)ccc3ncc21. Cell line: OCUBM. Synergy scores: synergy=28.5.